From a dataset of Forward reaction prediction with 1.9M reactions from USPTO patents (1976-2016). Predict the product of the given reaction. (1) Given the reactants [CH:1]1([N:4]([C:7]2[CH:12]=[CH:11][C:10]([CH2:13][NH:14][C:15]3[CH:20]=[CH:19][C:18]([F:21])=[CH:17][CH:16]=3)=[CH:9][N:8]=2)[CH2:5][CH3:6])[CH2:3][CH2:2]1.CN(C)CCCN=C=NCC.[CH2:33]([O:40][C:41]([N:43]1[CH:52]([C:53](O)=[O:54])[CH2:51][C:50]2[C:45](=[CH:46][CH:47]=[CH:48][CH:49]=2)[CH2:44]1)=[O:42])[C:34]1[CH:39]=[CH:38][CH:37]=[CH:36][CH:35]=1, predict the reaction product. The product is: [CH2:33]([O:40][C:41]([N:43]1[CH:52]([C:53](=[O:54])[N:14]([CH2:13][C:10]2[CH:9]=[N:8][C:7]([N:4]([CH:1]3[CH2:2][CH2:3]3)[CH2:5][CH3:6])=[CH:12][CH:11]=2)[C:15]2[CH:16]=[CH:17][C:18]([F:21])=[CH:19][CH:20]=2)[CH2:51][C:50]2[C:45](=[CH:46][CH:47]=[CH:48][CH:49]=2)[CH2:44]1)=[O:42])[C:34]1[CH:35]=[CH:36][CH:37]=[CH:38][CH:39]=1. (2) Given the reactants [Br:1][C:2]1[CH:9]=[CH:8][C:7]([C:10]([F:13])([F:12])[F:11])=[CH:6][C:3]=1[CH:4]=[O:5].[CH3:14][Mg]I, predict the reaction product. The product is: [Br:1][C:2]1[CH:9]=[CH:8][C:7]([C:10]([F:11])([F:12])[F:13])=[CH:6][C:3]=1[CH:4]([OH:5])[CH3:14].